From a dataset of Reaction yield outcomes from USPTO patents with 853,638 reactions. Predict the reaction yield, written as a fraction of the theoretical maximum amount of product (1.0 means a 100% yield; for example, 0.34 means a 34% yield). (1) The reactants are [C:1]([O:5][C:6]([NH:8][CH:9]([C:11]1[C:12]([O:28][CH3:29])=[C:13]([C:19]2[N:24]=[C:23]([C:25](O)=[O:26])[CH:22]=[CH:21][CH:20]=2)[C:14]([CH3:18])=[C:15]([Cl:17])[CH:16]=1)[CH3:10])=[O:7])([CH3:4])([CH3:3])[CH3:2].C[CH2:31][N:32](C(C)C)[CH:33](C)C.F[P-](F)(F)(F)(F)F.C[N+](C)=C(N(C)C)ON1C2N=CC=CC=2N=N1.Cl.CNC. The catalyst is CCOC(C)=O.CN(C=O)C. The yield is 0.830. The product is [C:1]([O:5][C:6](=[O:7])[NH:8][CH:9]([C:11]1[CH:16]=[C:15]([Cl:17])[C:14]([CH3:18])=[C:13]([C:19]2[CH:20]=[CH:21][CH:22]=[C:23]([C:25]([N:32]([CH3:33])[CH3:31])=[O:26])[N:24]=2)[C:12]=1[O:28][CH3:29])[CH3:10])([CH3:2])([CH3:3])[CH3:4]. (2) The reactants are [CH:1]1([C:4]([NH:6][C:7]2[C:15]([OH:16])=[CH:14][C:13]([F:17])=[CH:12][C:8]=2[C:9]([O-:11])=[O:10])=O)[CH2:3][CH2:2]1.O.[C:19]1(C)C=CC(S(O)(=O)=O)=CC=1.C1(C)C=CC=CC=1. The catalyst is C(OCC)(=O)C. The product is [CH:1]1([C:4]2[O:16][C:15]3[C:7](=[C:8]([C:9]([O:11][CH3:19])=[O:10])[CH:12]=[C:13]([F:17])[CH:14]=3)[N:6]=2)[CH2:3][CH2:2]1. The yield is 0.690. (3) The reactants are C(N(CC1C=CC=CC=1)C1C=C(/C=C/C(O)=O)C=C(F)C=1)C1C=CC=CC=1.[CH2:28]([N:35]([CH2:50][C:51]1[CH:56]=[CH:55][CH:54]=[CH:53][CH:52]=1)[C:36]1[CH:37]=[C:38](/[CH:43]=[CH:44]/[C:45]([O:47]CC)=[O:46])[CH:39]=[CH:40][C:41]=1[F:42])[C:29]1[CH:34]=[CH:33][CH:32]=[CH:31][CH:30]=1. No catalyst specified. The product is [CH2:50]([N:35]([CH2:28][C:29]1[CH:34]=[CH:33][CH:32]=[CH:31][CH:30]=1)[C:36]1[CH:37]=[C:38](/[CH:43]=[CH:44]/[C:45]([OH:47])=[O:46])[CH:39]=[CH:40][C:41]=1[F:42])[C:51]1[CH:52]=[CH:53][CH:54]=[CH:55][CH:56]=1. The yield is 1.00. (4) The catalyst is O1CCCC1.[Cl-].[Na+].O. The product is [C:31]1([S:37]([N:11]2[C:7]([C:2]3[CH:3]=[CH:4][CH:5]=[CH:6][N:1]=3)=[CH:8][C:9]([CH:12]=[O:13])=[CH:10]2)(=[O:39])=[O:38])[CH:36]=[CH:35][CH:34]=[CH:33][CH:32]=1. The yield is 0.590. The reactants are [N:1]1[CH:6]=[CH:5][CH:4]=[CH:3][C:2]=1[C:7]1[NH:11][CH:10]=[C:9]([CH:12]=[O:13])[CH:8]=1.[H-].[Na+].C1OCCOCCOCCOCCOC1.[C:31]1([S:37](Cl)(=[O:39])=[O:38])[CH:36]=[CH:35][CH:34]=[CH:33][CH:32]=1. (5) The reactants are Br[CH2:2][C:3](=O)[C:4]([O:6][CH2:7][CH3:8])=[O:5].[C:10]([CH2:12][C:13](=[S:15])[NH2:14])#[N:11]. The catalyst is CN(C)C=O. The product is [C:10]([CH2:12][C:13]1[S:15][CH:2]=[C:3]([C:4]([O:6][CH2:7][CH3:8])=[O:5])[N:14]=1)#[N:11]. The yield is 0.260. (6) The reactants are [F:1][C:2]1[CH:3]=[C:4]([CH:7]=[CH:8][CH:9]=1)[CH2:5]Cl.[H-].[Na+].[F:12][C:13]([F:22])([F:21])[CH2:14][CH2:15][CH:16]([C:19]#[N:20])[C:17]#[N:18]. The catalyst is CN(C)C=O. The product is [F:1][C:2]1[CH:3]=[C:4]([CH:7]=[CH:8][CH:9]=1)[CH2:5][C:16]([CH2:15][CH2:14][C:13]([F:12])([F:21])[F:22])([C:17]#[N:18])[C:19]#[N:20]. The yield is 0.410. (7) The yield is 0.920. The product is [CH2:27]([O:8][C:7](=[O:9])[C:6]1[CH:10]=[C:2]([Br:1])[CH:3]=[C:4]([N:12]([CH2:20][C:21]2[CH:26]=[CH:25][CH:24]=[CH:23][CH:22]=2)[CH2:13][C:14]2[CH:19]=[CH:18][CH:17]=[CH:16][CH:15]=2)[C:5]=1[F:11])[CH3:28]. The reactants are [Br:1][C:2]1[CH:3]=[C:4]([N:12]([CH2:20][C:21]2[CH:26]=[CH:25][CH:24]=[CH:23][CH:22]=2)[CH2:13][C:14]2[CH:19]=[CH:18][CH:17]=[CH:16][CH:15]=2)[C:5]([F:11])=[C:6]([CH:10]=1)[C:7]([OH:9])=[O:8].[CH2:27](O)[CH3:28]. The catalyst is S(=O)(=O)(O)O. (8) The reactants are N([O-])=O.[Na+].N[C:6]1[C:11]([F:12])=[CH:10][C:9]([N:13]([C:18]2[C:37]([CH:38]3[CH2:40][CH2:39]3)=[CH:36][C:21]3[C:22]([C:32]([NH:34][CH3:35])=[O:33])=[C:23]([C:25]4[CH:30]=[CH:29][C:28]([F:31])=[CH:27][CH:26]=4)[O:24][C:20]=3[CH:19]=2)[S:14]([CH3:17])(=[O:16])=[O:15])=[CH:8][C:7]=1[F:41].[BrH:42]. The catalyst is C(#N)C.CCOC(C)=O.O.[Cu]Br. The product is [Br:42][C:6]1[C:11]([F:12])=[CH:10][C:9]([N:13]([C:18]2[C:37]([CH:38]3[CH2:40][CH2:39]3)=[CH:36][C:21]3[C:22]([C:32]([NH:34][CH3:35])=[O:33])=[C:23]([C:25]4[CH:30]=[CH:29][C:28]([F:31])=[CH:27][CH:26]=4)[O:24][C:20]=3[CH:19]=2)[S:14]([CH3:17])(=[O:16])=[O:15])=[CH:8][C:7]=1[F:41]. The yield is 0.360.